This data is from Full USPTO retrosynthesis dataset with 1.9M reactions from patents (1976-2016). The task is: Predict the reactants needed to synthesize the given product. (1) Given the product [CH3:23][O:24][C:3]1[N:8]=[CH:7][C:6]([C:9]2[NH:14][C:13](=[O:15])[C:12]3=[C:16]([CH3:20])[N:17]=[C:18]([CH3:19])[N:11]3[N:10]=2)=[CH:5][CH:4]=1, predict the reactants needed to synthesize it. The reactants are: [Na].Cl[C:3]1[N:8]=[CH:7][C:6]([C:9]2[NH:14][C:13](=[O:15])[C:12]3=[C:16]([CH3:20])[N:17]=[C:18]([CH3:19])[N:11]3[N:10]=2)=[CH:5][CH:4]=1.[Cl-].[NH4+].[CH3:23][OH:24]. (2) The reactants are: N1C2C(=CC=CC=2)C=N1.[OH:10][CH:11]([C:13]1[C:21]2[C:16](=[CH:17][C:18]([C:22]([N:24]3[CH2:29][CH2:28][O:27][CH2:26][CH2:25]3)=[O:23])=[CH:19][CH:20]=2)[NH:15][N:14]=1)[CH3:12].[Br:30][C:31]1[CH:32]=[N:33][C:34](Cl)=[N:35][CH:36]=1.C(=O)([O-])[O-].[K+].[K+]. Given the product [Br:30][C:31]1[CH:32]=[N:33][C:34]([N:15]2[C:16]3[C:21](=[CH:20][CH:19]=[C:18]([C:22]([N:24]4[CH2:29][CH2:28][O:27][CH2:26][CH2:25]4)=[O:23])[CH:17]=3)[C:13]([CH:11]([OH:10])[CH3:12])=[N:14]2)=[N:35][CH:36]=1, predict the reactants needed to synthesize it. (3) Given the product [CH3:1][C:2]1[CH:3]=[CH:4][C:5]([S:8]([O:11][CH2:12][CH:13]2[CH2:17][C:16]3[CH:18]=[CH:19][CH:20]=[C:21]([C:33]4[CH:32]=[C:31]([Cl:30])[CH:36]=[C:35]([Cl:37])[CH:34]=4)[C:15]=3[O:14]2)(=[O:9])=[O:10])=[CH:6][CH:7]=1, predict the reactants needed to synthesize it. The reactants are: [CH3:1][C:2]1[CH:7]=[CH:6][C:5]([S:8]([O:11][CH2:12][CH:13]2[CH2:17][C:16]3[CH:18]=[CH:19][CH:20]=[C:21](OS(C(F)(F)F)(=O)=O)[C:15]=3[O:14]2)(=[O:10])=[O:9])=[CH:4][CH:3]=1.[Cl:30][C:31]1[CH:32]=[C:33](B(O)O)[CH:34]=[C:35]([Cl:37])[CH:36]=1.P([O-])([O-])([O-])=O.[K+].[K+].[K+].CC1C=CC(S(OCC2CC3C=CC=C(C4C=C(C(F)(F)F)C=C(C(F)(F)F)C=4)C=3O2)(=O)=O)=CC=1. (4) Given the product [F:1][C:2]1[CH:30]=[CH:29][C:5]([CH2:6][N:7]2[C:15]3[CH:14]=[CH:13][CH:12]=[CH:11][C:10]=3[C:9]3[CH2:16][CH:17]4[C:27](=[O:28])[NH:34][C:20](=[O:22])[N:18]4[CH2:19][C:8]2=3)=[CH:4][CH:3]=1, predict the reactants needed to synthesize it. The reactants are: [F:1][C:2]1[CH:30]=[CH:29][C:5]([CH2:6][N:7]2[C:15]3[C:10](=[CH:11][CH:12]=[CH:13][CH:14]=3)[C:9]3[CH2:16][C@@H:17]([CH2:27][OH:28])[N:18]([C:20]([O:22]C(C)(C)C)=O)[CH2:19][C:8]2=3)=[CH:4][CH:3]=1.O(C#[N:34])[K]. (5) Given the product [CH2:1]([O:8][C:9]1[CH:10]2[NH:17][C:16]([NH:18][C:20]3[CH:36]=[CH:35][C:23]([C:24]([N:26]([CH3:34])[CH:27]4[CH2:32][CH2:31][N:30]([CH3:33])[CH2:29][CH2:28]4)=[O:25])=[CH:22][CH:21]=3)=[N:15][N:11]2[CH:12]=[CH:13][CH:14]=1)[C:2]1[CH:7]=[CH:6][CH:5]=[CH:4][CH:3]=1, predict the reactants needed to synthesize it. The reactants are: [CH2:1]([O:8][C:9]1[C:10]2[N:11]([N:15]=[C:16]([NH2:18])[N:17]=2)[CH:12]=[CH:13][CH:14]=1)[C:2]1[CH:7]=[CH:6][CH:5]=[CH:4][CH:3]=1.I[C:20]1[CH:36]=[CH:35][C:23]([C:24]([N:26]([CH3:34])[CH:27]2[CH2:32][CH2:31][N:30]([CH3:33])[CH2:29][CH2:28]2)=[O:25])=[CH:22][CH:21]=1. (6) Given the product [CH3:1][O:2][CH2:3][O:4][C:5]1[CH:6]=[N:7][CH:8]=[CH:9][C:10]=1[CH:16]([OH:18])[CH3:17], predict the reactants needed to synthesize it. The reactants are: [CH3:1][O:2][CH2:3][O:4][C:5]1[CH:6]=[N:7][CH:8]=[CH:9][CH:10]=1.C([Li])(C)(C)C.[CH:16](=[O:18])[CH3:17]. (7) Given the product [C:3]1([C:9]2[C:17]([CH2:18][C:19]3[CH:20]=[C:21]([CH:26]=[CH:27][CH:28]=3)[C:22]([OH:24])=[O:23])=[C:12]3[CH:13]=[CH:14][CH:15]=[CH:16][N:11]3[N:10]=2)[CH:4]=[CH:5][CH:6]=[CH:7][CH:8]=1, predict the reactants needed to synthesize it. The reactants are: [OH-].[K+].[C:3]1([C:9]2[C:17]([CH2:18][C:19]3[CH:20]=[C:21]([CH:26]=[CH:27][CH:28]=3)[C:22]([O:24]C)=[O:23])=[C:12]3[CH:13]=[CH:14][CH:15]=[CH:16][N:11]3[N:10]=2)[CH:8]=[CH:7][CH:6]=[CH:5][CH:4]=1.Cl.